The task is: Predict the product of the given reaction.. This data is from Forward reaction prediction with 1.9M reactions from USPTO patents (1976-2016). (1) Given the reactants [Br:1][C:2]1[C:3]([CH3:13])=[CH:4][C:5]([NH:8][S:9]([CH3:12])(=[O:11])=[O:10])=[N:6][CH:7]=1.[C:14](=O)([O-])[O-].[K+].[K+].CI, predict the reaction product. The product is: [Br:1][C:2]1[C:3]([CH3:13])=[CH:4][C:5]([N:8]([CH3:14])[S:9]([CH3:12])(=[O:10])=[O:11])=[N:6][CH:7]=1. (2) Given the reactants Cl[C:2]1[N:7]2[N:8]=[C:9]([CH:11]3C[CH2:12]3)[CH:10]=[C:6]2[CH:5]=[C:4]([NH:14][C:15](=[O:26])[C:16]2[CH:21]=[CH:20][C:19]([C:22]([OH:25])([CH3:24])[CH3:23])=[CH:18][CH:17]=2)[N:3]=1.[C:27]([N:30]1[CH2:36][CH2:35][CH2:34][NH:33][CH2:32][CH2:31]1)(=[O:29])[CH3:28], predict the reaction product. The product is: [C:27]([N:30]1[CH2:36][CH2:35][CH2:34][N:33]([C:6]2[N:7]3[N:8]=[C:9]([CH2:11][CH3:12])[CH:10]=[C:2]3[N:3]=[C:4]([NH:14][C:15](=[O:26])[C:16]3[CH:21]=[CH:20][C:19]([C:22]([OH:25])([CH3:24])[CH3:23])=[CH:18][CH:17]=3)[CH:5]=2)[CH2:32][CH2:31]1)(=[O:29])[CH3:28]. (3) Given the reactants C[O:2][C:3]([C@@H:5]1[CH2:9][CH2:8][CH2:7][N:6]1[C:10](=[O:25])[C@@H:11]([NH:19][C:20]([O:22][CH2:23][CH3:24])=[O:21])[C:12]([S:15][CH:16]([CH3:18])[CH3:17])([CH3:14])[CH3:13])=[O:4].[Li+].[OH-].OS([O-])(=O)=O.[K+].C(OCC)(=O)C, predict the reaction product. The product is: [CH2:23]([O:22][C:20]([NH:19][C@@H:11]([C:12]([S:15][CH:16]([CH3:17])[CH3:18])([CH3:13])[CH3:14])[C:10]([N:6]1[CH2:7][CH2:8][CH2:9][C@H:5]1[C:3]([OH:4])=[O:2])=[O:25])=[O:21])[CH3:24]. (4) Given the reactants Cl[C:2]1[N:7]=[C:6]([NH:8][CH2:9][CH3:10])[C:5]([C:11]#[N:12])=[CH:4][N:3]=1.[S:13]([F:23])(=[O:22])([C:15]1[CH:20]=[CH:19][C:18]([NH2:21])=[CH:17][CH:16]=1)=[O:14], predict the reaction product. The product is: [C:11]([C:5]1[C:6]([NH:8][CH2:9][CH3:10])=[N:7][C:2]([NH:21][C:18]2[CH:19]=[CH:20][C:15]([S:13]([F:23])(=[O:22])=[O:14])=[CH:16][CH:17]=2)=[N:3][CH:4]=1)#[N:12]. (5) Given the reactants [CH3:1][O:2][C:3]1[CH:4]=[C:5]([C:9](=O)[CH3:10])[CH:6]=[CH:7][CH:8]=1.[CH3:12][O:13][C:14](=[O:35])[CH:15]=P(C1C=CC=CC=1)(C1C=CC=CC=1)C1C=CC=CC=1, predict the reaction product. The product is: [CH3:12][O:13][C:14](=[O:35])[CH:15]=[C:9]([C:5]1[CH:6]=[CH:7][CH:8]=[C:3]([O:2][CH3:1])[CH:4]=1)[CH3:10]. (6) The product is: [CH:28]1([C@:31]([OH:35])([CH3:34])[CH2:32][NH:33][C:3](=[O:12])[C:4]2[CH:9]=[C:8]([C:22]3[CH:23]=[CH:24][C:19]([F:18])=[CH:20][CH:21]=3)[C:7]([O:17][CH2:16][CH:13]3[CH2:15][CH2:14]3)=[N:6][CH:5]=2)[CH2:30][CH2:29]1. Given the reactants CO[C:3](=[O:12])[C:4]1[CH:9]=[C:8](Br)[C:7](Cl)=[N:6][CH:5]=1.[CH:13]1([CH2:16][OH:17])[CH2:15][CH2:14]1.[F:18][C:19]1[CH:24]=[CH:23][C:22](B(O)O)=[CH:21][CH:20]=1.[CH:28]1([C:31]([OH:35])([CH3:34])[CH2:32][NH2:33])[CH2:30][CH2:29]1, predict the reaction product.